This data is from NCI-60 drug combinations with 297,098 pairs across 59 cell lines. The task is: Regression. Given two drug SMILES strings and cell line genomic features, predict the synergy score measuring deviation from expected non-interaction effect. (1) Drug 1: C1=CC(=CC=C1CC(C(=O)O)N)N(CCCl)CCCl.Cl. Drug 2: C1=NNC2=C1C(=O)NC=N2. Cell line: SNB-19. Synergy scores: CSS=12.3, Synergy_ZIP=-3.78, Synergy_Bliss=-1.17, Synergy_Loewe=-4.45, Synergy_HSA=-4.35. (2) Drug 1: CC(C1=C(C=CC(=C1Cl)F)Cl)OC2=C(N=CC(=C2)C3=CN(N=C3)C4CCNCC4)N. Drug 2: C1=CC(=C2C(=C1NCCNCCO)C(=O)C3=C(C=CC(=C3C2=O)O)O)NCCNCCO. Cell line: M14. Synergy scores: CSS=51.9, Synergy_ZIP=19.9, Synergy_Bliss=17.3, Synergy_Loewe=-14.5, Synergy_HSA=14.6.